This data is from Forward reaction prediction with 1.9M reactions from USPTO patents (1976-2016). The task is: Predict the product of the given reaction. (1) Given the reactants [Br:1][C:2]1[CH:7]=[CH:6][C:5]([CH2:8][C:9]([OH:11])=[O:10])=[CH:4][CH:3]=1.OS(O)(=O)=O.[CH3:17]O, predict the reaction product. The product is: [CH3:17][O:10][C:9](=[O:11])[CH2:8][C:5]1[CH:4]=[CH:3][C:2]([Br:1])=[CH:7][CH:6]=1. (2) The product is: [CH:22]1([NH:28][C:2]2[CH:7]=[C:6]([C:8]([F:11])([F:10])[F:9])[CH:5]=[C:4]([C:12]3[CH:17]=[CH:16][C:15]([S:18]([CH3:21])(=[O:20])=[O:19])=[CH:14][CH:13]=3)[N:3]=2)[CH2:27][CH2:26][CH2:25][CH2:24][CH2:23]1. Given the reactants Cl[C:2]1[CH:7]=[C:6]([C:8]([F:11])([F:10])[F:9])[CH:5]=[C:4]([C:12]2[CH:17]=[CH:16][C:15]([S:18]([CH3:21])(=[O:20])=[O:19])=[CH:14][CH:13]=2)[N:3]=1.[CH:22]1([NH2:28])[CH2:27][CH2:26][CH2:25][CH2:24][CH2:23]1.Cl, predict the reaction product. (3) Given the reactants [Br:1][C:2]1[CH:3]=[CH:4][C:5]([F:13])=[C:6]([C:8](=O)[CH:9]([F:11])[F:10])[CH:7]=1.[CH3:14][C:15]([S@@:18]([NH2:20])=[O:19])([CH3:17])[CH3:16], predict the reaction product. The product is: [Br:1][C:2]1[CH:3]=[CH:4][C:5]([F:13])=[C:6](/[C:8](=[N:20]\[S@:18]([C:15]([CH3:17])([CH3:16])[CH3:14])=[O:19])/[CH:9]([F:11])[F:10])[CH:7]=1. (4) Given the reactants [CH2:1]([O:8][C:9]1[CH:18]=[CH:17][CH:16]=[C:15]2[C:10]=1[CH2:11][CH2:12][CH2:13][CH:14]2[C:19](O)=[O:20])[C:2]1[CH:7]=[CH:6][CH:5]=[CH:4][CH:3]=1.[CH3:22][N:23]([CH3:40])[C:24]1[CH:29]=[CH:28][C:27]([CH2:30][NH:31][C:32]2[CH:33]=[N:34][C:35]([O:38][CH3:39])=[CH:36][CH:37]=2)=[CH:26][CH:25]=1, predict the reaction product. The product is: [CH2:1]([O:8][C:9]1[CH:18]=[CH:17][CH:16]=[C:15]2[C:10]=1[CH2:11][CH2:12][CH2:13][CH:14]2[C:19]([N:31]([CH2:30][C:27]1[CH:26]=[CH:25][C:24]([N:23]([CH3:22])[CH3:40])=[CH:29][CH:28]=1)[C:32]1[CH:33]=[N:34][C:35]([O:38][CH3:39])=[CH:36][CH:37]=1)=[O:20])[C:2]1[CH:3]=[CH:4][CH:5]=[CH:6][CH:7]=1. (5) Given the reactants C(N(CC)CC)C.Cl.[CH:9]([O:12][C:13]([N:15]1[CH2:20][CH2:19][CH:18]([NH:21][NH2:22])[CH2:17][CH2:16]1)=[O:14])([CH3:11])[CH3:10].[Cl:23][C:24]1[C:29]([C:30](=O)[CH3:31])=[C:28](Cl)[N:27]=[CH:26][N:25]=1, predict the reaction product. The product is: [CH:9]([O:12][C:13]([N:15]1[CH2:16][CH2:17][CH:18]([N:21]2[C:28]3=[N:27][CH:26]=[N:25][C:24]([Cl:23])=[C:29]3[C:30]([CH3:31])=[N:22]2)[CH2:19][CH2:20]1)=[O:14])([CH3:11])[CH3:10]. (6) Given the reactants [CH:1]1([C:4]2[N:5]=[CH:6][C:7]([O:10][C@H:11]3[CH2:40][N:14]4[CH2:15][CH2:16][N:17]([C:19](=[O:39])[CH:20]([NH:31]C(=O)OC(C)(C)C)[C:21]5[CH:26]=[CH:25][C:24]([C:27]([F:30])([F:29])[F:28])=[CH:23][CH:22]=5)[CH2:18][C@@H:13]4[CH2:12]3)=[N:8][CH:9]=2)[CH2:3][CH2:2]1, predict the reaction product. The product is: [NH2:31][CH:20]([C:21]1[CH:22]=[CH:23][C:24]([C:27]([F:28])([F:30])[F:29])=[CH:25][CH:26]=1)[C:19]([N:17]1[CH2:16][CH2:15][N:14]2[CH2:40][C@H:11]([O:10][C:7]3[CH:6]=[N:5][C:4]([CH:1]4[CH2:3][CH2:2]4)=[CH:9][N:8]=3)[CH2:12][C@H:13]2[CH2:18]1)=[O:39]. (7) Given the reactants [Cl:1][C:2]1[CH:3]=[C:4]([C:8]2[CH:9]=[C:10]([OH:20])[C:11]([NH:14][CH2:15][C:16]([O:18]C)=[O:17])=[N:12][CH:13]=2)[CH:5]=[CH:6][CH:7]=1.[OH-].[Na+].Cl, predict the reaction product. The product is: [Cl:1][C:2]1[CH:3]=[C:4]([C:8]2[CH:9]=[C:10]([OH:20])[C:11]([NH:14][CH2:15][C:16]([OH:18])=[O:17])=[N:12][CH:13]=2)[CH:5]=[CH:6][CH:7]=1. (8) Given the reactants C(Cl)(=O)C(Cl)=O.[CH2:7]([O:27][CH:28]([CH2:32][CH3:33])[C:29]([OH:31])=O)[CH2:8][CH2:9][CH2:10]/[CH:11]=[CH:12]\[CH2:13]/[CH:14]=[CH:15]\[CH2:16]/[CH:17]=[CH:18]\[CH2:19]/[CH:20]=[CH:21]\[CH2:22]/[CH:23]=[CH:24]\[CH2:25][CH3:26].[CH2:34]([CH2:36][NH2:37])[OH:35].O, predict the reaction product. The product is: [OH:35][CH2:34][CH2:36][NH:37][C:29](=[O:31])[CH:28]([O:27][CH2:7][CH2:8][CH2:9][CH2:10]/[CH:11]=[CH:12]\[CH2:13]/[CH:14]=[CH:15]\[CH2:16]/[CH:17]=[CH:18]\[CH2:19]/[CH:20]=[CH:21]\[CH2:22]/[CH:23]=[CH:24]\[CH2:25][CH3:26])[CH2:32][CH3:33]. (9) Given the reactants [Cl:1][C:2]1[C:7]([C:8]([O:10][CH3:11])=[O:9])=[CH:6][CH:5]=[C:4]([C:12]2[CH:17]=[CH:16][CH:15]=[CH:14][C:13]=2[O:18][CH3:19])[N:3]=1.Cl.[NH2:21][C:22]1[C:27]([C:28](=[O:33])[C:29]([F:32])([F:31])[F:30])=[CH:26][CH:25]=[C:24]([NH:34][CH:35]2[CH2:40][CH2:39][CH2:38][NH:37][CH2:36]2)[N:23]=1, predict the reaction product. The product is: [ClH:1].[NH2:21][C:22]1[N:23]=[C:24]([NH:34][CH:35]2[CH2:40][CH2:39][CH2:38][N:37]([C:2]3[C:7]([C:8]([O:10][CH3:11])=[O:9])=[CH:6][CH:5]=[C:4]([C:12]4[CH:17]=[CH:16][CH:15]=[CH:14][C:13]=4[O:18][CH3:19])[N:3]=3)[CH2:36]2)[CH:25]=[CH:26][C:27]=1[C:28](=[O:33])[C:29]([F:32])([F:31])[F:30]. (10) Given the reactants [Br:1][CH2:2][CH2:3][CH2:4]Br.[CH2:6]([O:8][P:9]([O:13]CC)[O:10][CH2:11][CH3:12])[CH3:7].[O-][Mn](=O)(=O)=O.[K+], predict the reaction product. The product is: [Br:1][CH2:2][CH2:3][CH2:4][P:9](=[O:13])([O:10][CH2:11][CH3:12])[O:8][CH2:6][CH3:7].